This data is from Reaction yield outcomes from USPTO patents with 853,638 reactions. The task is: Predict the reaction yield, written as a fraction of the theoretical maximum amount of product (1.0 means a 100% yield; for example, 0.34 means a 34% yield). (1) The reactants are C(OC([C:6]1[C:7](=[O:26])[N:8]([CH2:18][C:19]2[CH:24]=[CH:23][C:22]([F:25])=[CH:21][CH:20]=2)[C@@H:9]2[C@H:14]([C:15]=1[OH:16])[C@@H:13]1[CH2:17][C@H:10]2[CH2:11][CH2:12]1)=O)C.S(=O)(=O)(O)O. The catalyst is O1CCOCC1. The product is [F:25][C:22]1[CH:21]=[CH:20][C:19]([CH2:18][N:8]2[C:7](=[O:26])[CH:6]=[C:15]([OH:16])[C@H:14]3[C@@H:9]2[C@H:10]2[CH2:17][C@@H:13]3[CH2:12][CH2:11]2)=[CH:24][CH:23]=1. The yield is 0.540. (2) The reactants are [NH2:1][C@@H:2]([CH2:8][C:9]1[CH:14]=[CH:13][CH:12]=[CH:11][CH:10]=1)[C@H:3]([OH:7])[C:4]([OH:6])=[O:5].[Na+].[Cl-].CCN(CC)CC.Cl[C:25]([C:27]1[C:28]([CH3:37])=[C:29]([O:33][C:34](=[O:36])[CH3:35])[CH:30]=[CH:31][CH:32]=1)=[O:26].Cl.[C:39](OC(=O)C)(=[O:41])[CH3:40].CS(O)(=O)=O. The catalyst is C1COCC1.O. The product is [C:39]([O:7][C@@H:3]([C@@H:2]([NH:1][C:25](=[O:26])[C:27]1[CH:32]=[CH:31][CH:30]=[C:29]([O:33][C:34](=[O:36])[CH3:35])[C:28]=1[CH3:37])[CH2:8][C:9]1[CH:14]=[CH:13][CH:12]=[CH:11][CH:10]=1)[C:4]([OH:6])=[O:5])(=[O:41])[CH3:40]. The yield is 0.745.